Dataset: Protein-peptide binding for MDM2, ACE2, and 12ca5 with 34 validated binders. Task: Binary Classification. Given protein and peptide amino acid sequences, predict whether they interact or not. (1) The protein target is MDM2 with sequence MCNTNMSVPTDGAVTTSQIPASEQETLVRPKPLLLKLLKSVGAQKDTYTMKEVLFYLGQYIMTKRLYDEKQQHIVYCSNDLLGDLFGVPSFSVKEHRKIYTMIYRNLVVVNQQESSDSGTSVSENRCHLEGGSDQKDLVQELQEEKPSSSHLVSRPSTSSRRRAISETEENSDELSGERQRKRHKSDSISLSFDESLALCVIREICCERSSSSESTGTPSNPDLDAGVSEHSGDWLDQDSVSDQFSVEFEVESLDSEDYSLSEEGQELSDEDDEVYQVTVYQAGESDTDSFEEDPEISLADYWKCTSCNEMNPPLPSHCNRCWALRENWLPEDKGKDKGEISEKAKLENSTQAEEGFDVPDCKKTIVNDSRESCVEENDDKITQASQSQESEDYSQPSTSSSIIYSSQEDVKEFEREETQDKEESVESSLPLNAIEPCVICQGRPKNGCIVHGKTGHLMACFTCAKKLKKRNKPCPVCRQPIQMIVLTYFP. The peptide is TAFAAYWAALSAK. (2) The protein target is MDM2 with sequence MCNTNMSVPTDGAVTTSQIPASEQETLVRPKPLLLKLLKSVGAQKDTYTMKEVLFYLGQYIMTKRLYDEKQQHIVYCSNDLLGDLFGVPSFSVKEHRKIYTMIYRNLVVVNQQESSDSGTSVSENRCHLEGGSDQKDLVQELQEEKPSSSHLVSRPSTSSRRRAISETEENSDELSGERQRKRHKSDSISLSFDESLALCVIREICCERSSSSESTGTPSNPDLDAGVSEHSGDWLDQDSVSDQFSVEFEVESLDSEDYSLSEEGQELSDEDDEVYQVTVYQAGESDTDSFEEDPEISLADYWKCTSCNEMNPPLPSHCNRCWALRENWLPEDKGKDKGEISEKAKLENSTQAEEGFDVPDCKKTIVNDSRESCVEENDDKITQASQSQESEDYSQPSTSSSIIYSSQEDVKEFEREETQDKEESVESSLPLNAIEPCVICQGRPKNGCIVHGKTGHLMACFTCAKKLKKRNKPCPVCRQPIQMIVLTYFP. The peptide is LTWEHYYAQKTSK. (3) The protein target is MDM2 with sequence MCNTNMSVPTDGAVTTSQIPASEQETLVRPKPLLLKLLKSVGAQKDTYTMKEVLFYLGQYIMTKRLYDEKQQHIVYCSNDLLGDLFGVPSFSVKEHRKIYTMIYRNLVVVNQQESSDSGTSVSENRCHLEGGSDQKDLVQELQEEKPSSSHLVSRPSTSSRRRAISETEENSDELSGERQRKRHKSDSISLSFDESLALCVIREICCERSSSSESTGTPSNPDLDAGVSEHSGDWLDQDSVSDQFSVEFEVESLDSEDYSLSEEGQELSDEDDEVYQVTVYQAGESDTDSFEEDPEISLADYWKCTSCNEMNPPLPSHCNRCWALRENWLPEDKGKDKGEISEKAKLENSTQAEEGFDVPDCKKTIVNDSRESCVEENDDKITQASQSQESEDYSQPSTSSSIIYSSQEDVKEFEREETQDKEESVESSLPLNAIEPCVICQGRPKNGCIVHGKTGHLMACFTCAKKLKKRNKPCPVCRQPIQMIVLTYFP. The peptide is ASFAEYWALLSAK. (4) The protein target is ACE2 with sequence MSSSSWLLLSLVAVTAAQSTIEEQAKTFLDKFNHEAEDLFYQSSLASWNYNTNITEENVQNMNNAGDKWSAFLKEQSTLAQMYPLQEIQNLTVKLQLQALQQNGSSVLSEDKSKRLNTILNTMSTIYSTGKVCNPDNPQECLLLEPGLNEIMANSLDYNERLWAWESWRSEVGKQLRPLYEEYVVLKNEMARANHYEDYGDYWRGDYEVNGVDGYDYSRGQLIEDVEHTFEEIKPLYEHLHAYVRAKLMNAYPSYISPIGCLPAHLLGDMWGRFWTNLYSLTVPFGQKPNIDVTDAMVDQAWDAQRIFKEAEKFFVSVGLPNMTQGFWENSMLTDPGNVQKAVCHPTAWDLGKGDFRILMCTKVTMDDFLTAHHEMGHIQYDMAYAAQPFLLRNGANEGFHEAVGEIMSLSAATPKHLKSIGLLSPDFQEDNETEINFLLKQALTIVGTLPFTYMLEKWRWMVFKGEIPKDQWMKKWWEMKREIVGVVEPVPHDETYCDP.... The peptide is LQYKPAQMLNWPK. (5) The protein target is MDM2 with sequence MCNTNMSVPTDGAVTTSQIPASEQETLVRPKPLLLKLLKSVGAQKDTYTMKEVLFYLGQYIMTKRLYDEKQQHIVYCSNDLLGDLFGVPSFSVKEHRKIYTMIYRNLVVVNQQESSDSGTSVSENRCHLEGGSDQKDLVQELQEEKPSSSHLVSRPSTSSRRRAISETEENSDELSGERQRKRHKSDSISLSFDESLALCVIREICCERSSSSESTGTPSNPDLDAGVSEHSGDWLDQDSVSDQFSVEFEVESLDSEDYSLSEEGQELSDEDDEVYQVTVYQAGESDTDSFEEDPEISLADYWKCTSCNEMNPPLPSHCNRCWALRENWLPEDKGKDKGEISEKAKLENSTQAEEGFDVPDCKKTIVNDSRESCVEENDDKITQASQSQESEDYSQPSTSSSIIYSSQEDVKEFEREETQDKEESVESSLPLNAIEPCVICQGRPKNGCIVHGKTGHLMACFTCAKKLKKRNKPCPVCRQPIQMIVLTYFP. The peptide is ASFAEYWNALSPK. (6) The protein target is MDM2 with sequence MCNTNMSVPTDGAVTTSQIPASEQETLVRPKPLLLKLLKSVGAQKDTYTMKEVLFYLGQYIMTKRLYDEKQQHIVYCSNDLLGDLFGVPSFSVKEHRKIYTMIYRNLVVVNQQESSDSGTSVSENRCHLEGGSDQKDLVQELQEEKPSSSHLVSRPSTSSRRRAISETEENSDELSGERQRKRHKSDSISLSFDESLALCVIREICCERSSSSESTGTPSNPDLDAGVSEHSGDWLDQDSVSDQFSVEFEVESLDSEDYSLSEEGQELSDEDDEVYQVTVYQAGESDTDSFEEDPEISLADYWKCTSCNEMNPPLPSHCNRCWALRENWLPEDKGKDKGEISEKAKLENSTQAEEGFDVPDCKKTIVNDSRESCVEENDDKITQASQSQESEDYSQPSTSSSIIYSSQEDVKEFEREETQDKEESVESSLPLNAIEPCVICQGRPKNGCIVHGKTGHLMACFTCAKKLKKRNKPCPVCRQPIQMIVLTYFP. The peptide is ASFAEYWNALAPK.